From a dataset of Reaction yield outcomes from USPTO patents with 853,638 reactions. Predict the reaction yield, written as a fraction of the theoretical maximum amount of product (1.0 means a 100% yield; for example, 0.34 means a 34% yield). (1) The reactants are [Br:1][C:2]1[CH:3]=[C:4]([OH:8])[CH:5]=[CH:6][CH:7]=1.[N+:9]([O-])([O-:11])=[O:10].[Na+].O. The catalyst is S(=O)(=O)(O)O. The product is [Br:1][C:2]1[CH:7]=[CH:6][C:5]([N+:9]([O-:11])=[O:10])=[C:4]([OH:8])[CH:3]=1. The yield is 0.200. (2) The reactants are [CH:1]1([C:7]2[N:12]3[N:13]=[CH:14][C:15]([C:16]#[N:17])=[C:11]3[N:10]=[CH:9][C:8]=2[C:18]2[CH:23]=[CH:22][C:21]([C:24]3[CH:29]=[CH:28][C:27]([S:30]([CH3:33])(=[O:32])=[O:31])=[CH:26][CH:25]=3)=[CH:20][CH:19]=2)[CH2:6][CH2:5][CH2:4][CH2:3][CH2:2]1.Cl.C(N(CC)CC)C.[N-:42]=[N+:43]=[N-:44].[Na+]. The catalyst is C1(C)C=CC=CC=1.CN(C)C=O. The product is [CH:1]1([C:7]2[N:12]3[N:13]=[CH:14][C:15]([C:16]4[NH:44][N:43]=[N:42][N:17]=4)=[C:11]3[N:10]=[CH:9][C:8]=2[C:18]2[CH:23]=[CH:22][C:21]([C:24]3[CH:25]=[CH:26][C:27]([S:30]([CH3:33])(=[O:31])=[O:32])=[CH:28][CH:29]=3)=[CH:20][CH:19]=2)[CH2:2][CH2:3][CH2:4][CH2:5][CH2:6]1. The yield is 0.150.